Dataset: Forward reaction prediction with 1.9M reactions from USPTO patents (1976-2016). Task: Predict the product of the given reaction. (1) Given the reactants C[O:2][C:3](=[O:19])[CH:4]([O:15][CH2:16][CH2:17][CH3:18])[CH2:5]C1C=C2C(=CC=1)NC=C2.ClCC1N=C(C2C=CC(C(F)(F)F)=CC=2)OC=1C, predict the reaction product. The product is: [CH2:16]([O:15][CH:4]([CH3:5])[C:3]([OH:19])=[O:2])[CH2:17][CH3:18]. (2) Given the reactants N#N.[NH:3]1[CH2:8][CH2:7][CH:6]([NH:9][C:10](=[O:16])[O:11][C:12]([CH3:15])([CH3:14])[CH3:13])[CH2:5][CH2:4]1.[F:17][CH2:18][CH2:19]I.C(=O)([O-])[O-].[K+].[K+], predict the reaction product. The product is: [F:17][CH2:18][CH2:19][N:3]1[CH2:4][CH2:5][CH:6]([NH:9][C:10](=[O:16])[O:11][C:12]([CH3:13])([CH3:15])[CH3:14])[CH2:7][CH2:8]1. (3) Given the reactants [F:1][C:2]1([C:8]2[CH:13]=[CH:12][CH:11]=[CH:10][CH:9]=2)[CH2:7][CH2:6][NH:5][CH2:4][CH2:3]1.[F:14][C:15]([F:26])([F:25])[C:16]1[CH:21]=[CH:20][C:19]([N:22]=[C:23]=[O:24])=[CH:18][CH:17]=1, predict the reaction product. The product is: [F:1][C:2]1([C:8]2[CH:13]=[CH:12][CH:11]=[CH:10][CH:9]=2)[CH2:7][CH2:6][N:5]([C:23]([NH:22][C:19]2[CH:18]=[CH:17][C:16]([C:15]([F:14])([F:25])[F:26])=[CH:21][CH:20]=2)=[O:24])[CH2:4][CH2:3]1. (4) Given the reactants Br[C:2]1[S:6][C:5]([S:7]([N:10]2[CH2:24][CH2:23][C:13]3([O:18][CH2:17][C:16](=[O:19])[N:15]([CH:20]4[CH2:22][CH2:21]4)[CH2:14]3)[CH2:12][CH2:11]2)(=[O:9])=[O:8])=[CH:4][C:3]=1[CH3:25].CC1(C)C(C)(C)OB([C:34]2[CH:43]=[C:42]3[C:37]([CH:38]=[CH:39][CH:40]=[N:41]3)=[CH:36][CH:35]=2)O1.C(OCC)C, predict the reaction product. The product is: [CH:20]1([N:15]2[CH2:14][C:13]3([CH2:23][CH2:24][N:10]([S:7]([C:5]4[S:6][C:2]([C:34]5[CH:43]=[C:42]6[C:37]([CH:38]=[CH:39][CH:40]=[N:41]6)=[CH:36][CH:35]=5)=[C:3]([CH3:25])[CH:4]=4)(=[O:9])=[O:8])[CH2:11][CH2:12]3)[O:18][CH2:17][C:16]2=[O:19])[CH2:22][CH2:21]1. (5) Given the reactants C[N:2](C(N=N[C:8]([N:10]([CH3:12])[CH3:11])=[O:9])=O)C.[N:13]1[CH:18]=[CH:17][CH:16]=[N:15][CH:14]=1.C(NCC)C.[F:24][P-:25]([F:30])([F:29])([F:28])([F:27])[F:26].[N:31]1([O:40][P+]([N:48]([CH3:50])[CH3:49])(N(C)C)N(C)C)[C:35]2C=[CH:37][CH:38]=[CH:39][C:34]=2[N:33]=[N:32]1.C1CN([P+](O[N:68]2[N:76]=NC3C=CC=C[C:69]2=3)(N2CCCC2)N2CCCC2)CC1.F[P-](F)(F)(F)(F)F, predict the reaction product. The product is: [CH3:11][N:10]([C:8]([O:9][N:15]1[N:76]=[N:68][C:69]2[CH:16]=[CH:17][CH:18]=[N:13][C:14]1=2)=[N+:48]([CH3:49])[CH3:50])[CH3:12].[F:24][P-:25]([F:30])([F:29])([F:28])([F:27])[F:26].[CH:38]1[CH:37]=[N:2][C:35]2[N:31]([OH:40])[N:32]=[N:33][C:34]=2[CH:39]=1. (6) Given the reactants [F:1][C:2]1[CH:7]=[CH:6][C:5]([OH:8])=[CH:4][CH:3]=1.C1(P(C2C=CC=CC=2)C2C=CC=CC=2)C=CC=CC=1.[C:28]([N:35]1[CH2:40][CH2:39][CH2:38][CH:37]([CH2:41]O)[CH2:36]1)([O:30][C:31]([CH3:34])([CH3:33])[CH3:32])=[O:29].CCOC(/N=N/C(OCC)=O)=O, predict the reaction product. The product is: [F:1][C:2]1[CH:7]=[CH:6][C:5]([O:8][CH2:41][CH:37]2[CH2:38][CH2:39][CH2:40][N:35]([C:28]([O:30][C:31]([CH3:32])([CH3:34])[CH3:33])=[O:29])[CH2:36]2)=[CH:4][CH:3]=1. (7) Given the reactants [I-].[C:2]([C:4]1[C:9]([F:10])=[CH:8][CH:7]=[CH:6][C:5]=1[Zn+])#[N:3].[Cl:12][C:13]1[CH:14]=[C:15]([CH:19]=[CH:20][N:21]=1)[C:16](Cl)=[O:17], predict the reaction product. The product is: [Cl:12][C:13]1[CH:14]=[C:15]([C:16]([C:5]2[CH:6]=[CH:7][CH:8]=[C:9]([F:10])[C:4]=2[C:2]#[N:3])=[O:17])[CH:19]=[CH:20][N:21]=1.